Dataset: Full USPTO retrosynthesis dataset with 1.9M reactions from patents (1976-2016). Task: Predict the reactants needed to synthesize the given product. (1) Given the product [F:24][C:18]1[CH:19]=[C:20]([CH:21]=[CH:22][C:17]=1[NH:16][C:14]([C:11]1([C:9](=[O:10])[NH:8][C:5]2[CH:4]=[CH:3][C:2]([F:1])=[CH:7][CH:6]=2)[CH2:13][CH2:12]1)=[O:15])[O:23][C:32]1[CH:37]=[CH:36][N:35]=[C:34]([C:38]([NH2:39])=[O:28])[CH:33]=1, predict the reactants needed to synthesize it. The reactants are: [F:1][C:2]1[CH:7]=[CH:6][C:5]([NH:8][C:9]([C:11]2([C:14]([NH:16][C:17]3[CH:22]=[CH:21][C:20]([OH:23])=[CH:19][C:18]=3[F:24])=[O:15])[CH2:13][CH2:12]2)=[O:10])=[CH:4][CH:3]=1.CC(C)([O-:28])C.[K+].Cl[C:32]1[CH:37]=[CH:36][N:35]=[C:34]([CH2:38][NH-:39])[CH:33]=1. (2) The reactants are: [N:1]1[C:11]2[N:10]([CH2:12][CH2:13][CH2:14][N:15]3C(=O)C4C(=CC=CC=4)C3=O)[C:9]3[CH:26]=[CH:27][CH:28]=[CH:29][C:8]=3[CH2:7][CH2:6][C:5]=2[CH:4]=[N:3][CH:2]=1.NN.O. Given the product [N:1]1[C:11]2[N:10]([CH2:12][CH2:13][CH2:14][NH2:15])[C:9]3[CH:26]=[CH:27][CH:28]=[CH:29][C:8]=3[CH2:7][CH2:6][C:5]=2[CH:4]=[N:3][CH:2]=1, predict the reactants needed to synthesize it. (3) Given the product [OH:1][C:2]1[C:7]([N:8]=[N+:27]=[N-:28])=[CH:6][CH:5]=[CH:4][C:3]=1[NH:9][C:10]([NH:12][C:13]1[CH:18]=[CH:17][CH:16]=[CH:15][C:14]=1[Br:19])=[O:11], predict the reactants needed to synthesize it. The reactants are: [OH:1][C:2]1[C:7]([NH2:8])=[CH:6][CH:5]=[CH:4][C:3]=1[NH:9][C:10]([NH:12][C:13]1[CH:18]=[CH:17][CH:16]=[CH:15][C:14]=1[Br:19])=[O:11].Cl.O.[N+]([O-])([O-])=O.[Na+].[N-:27]=[N+:28]=[N-].[Na+].